From a dataset of Forward reaction prediction with 1.9M reactions from USPTO patents (1976-2016). Predict the product of the given reaction. (1) Given the reactants [CH3:1][NH:2][CH2:3][C:4]1[CH:9]=[CH:8][CH:7]=[CH:6][CH:5]=1.[Li]CCCC.[Cl:15][C:16]1[CH:17]=[C:18]([N:22]2[C:27](=[O:28])[C:26](OC)=[C:25]([C:31]3[CH:36]=[CH:35][C:34]([S:37][CH3:38])=[CH:33][CH:32]=3)[CH:24]=[N:23]2)[CH:19]=[CH:20][CH:21]=1, predict the reaction product. The product is: [Cl:15][C:16]1[CH:17]=[C:18]([N:22]2[C:27](=[O:28])[C:26]([N:2]([CH2:3][C:4]3[CH:9]=[CH:8][CH:7]=[CH:6][CH:5]=3)[CH3:1])=[C:25]([C:31]3[CH:36]=[CH:35][C:34]([S:37][CH3:38])=[CH:33][CH:32]=3)[CH:24]=[N:23]2)[CH:19]=[CH:20][CH:21]=1. (2) Given the reactants [Cl:1][C:2]1[CH:3]=[CH:4][C:5]2[N:11]3[C:12]([N:15]4[CH2:20][CH2:19][CH:18]([C:21]5[CH:26]=[CH:25][CH:24]=[CH:23][N:22]=5)[CH2:17][CH2:16]4)=[N:13][N:14]=[C:10]3[CH2:9][NH:8][CH2:7][C:6]=2[CH:27]=1.C=O.[C:30](O[BH-](OC(=O)C)OC(=O)C)(=O)C.[Na+].C(=O)([O-])O.[Na+], predict the reaction product. The product is: [Cl:1][C:2]1[CH:3]=[CH:4][C:5]2[N:11]3[C:12]([N:15]4[CH2:20][CH2:19][CH:18]([C:21]5[CH:26]=[CH:25][CH:24]=[CH:23][N:22]=5)[CH2:17][CH2:16]4)=[N:13][N:14]=[C:10]3[CH2:9][N:8]([CH3:30])[CH2:7][C:6]=2[CH:27]=1. (3) Given the reactants [Cl:1][C:2]1[CH:3]=[C:4]([CH2:16][C:17]([O:19][CH3:20])=[O:18])[CH:5]=[CH:6][C:7]=1OS(C(F)(F)F)(=O)=O.C([O-])(=O)C.[K+].[B:26]1([B:26]2[O:30][C:29]([CH3:32])([CH3:31])[C:28]([CH3:34])([CH3:33])[O:27]2)[O:30][C:29]([CH3:32])([CH3:31])[C:28]([CH3:34])([CH3:33])[O:27]1, predict the reaction product. The product is: [Cl:1][C:2]1[CH:3]=[C:4]([CH2:16][C:17]([O:19][CH3:20])=[O:18])[CH:5]=[CH:6][C:7]=1[B:26]1[O:30][C:29]([CH3:32])([CH3:31])[C:28]([CH3:34])([CH3:33])[O:27]1. (4) Given the reactants [OH:1][C:2]1[C:11]2[C:6](=[CH:7][CH:8]=[CH:9][CH:10]=2)[C:5]([CH:12]=[O:13])=[C:4]([CH3:14])[C:3]=1[CH3:15].[H-].[Na+].[F:18][C:19]1[CH:26]=[CH:25][C:22]([CH2:23]Br)=[CH:21][CH:20]=1, predict the reaction product. The product is: [F:18][C:19]1[CH:26]=[CH:25][C:22]([CH2:23][O:1][C:2]2[C:11]3[C:6](=[CH:7][CH:8]=[CH:9][CH:10]=3)[C:5]([CH:12]=[O:13])=[C:4]([CH3:14])[C:3]=2[CH3:15])=[CH:21][CH:20]=1. (5) Given the reactants [CH3:1][O:2][C:3]1[CH:4]=[C:5]([C:13]2[N:14]=[C:15]3[C:21]([C:22]([C:24]4([CH3:32])[CH2:29][O:28]C(C)(C)[O:26][CH2:25]4)=[O:23])=[CH:20][NH:19][C:16]3=[N:17][CH:18]=2)[CH:6]=[C:7]([O:11][CH3:12])[C:8]=1[O:9][CH3:10].Cl, predict the reaction product. The product is: [OH:26][CH2:25][C:24]([CH2:29][OH:28])([CH3:32])[C:22]([C:21]1[C:15]2[C:16](=[N:17][CH:18]=[C:13]([C:5]3[CH:4]=[C:3]([O:2][CH3:1])[C:8]([O:9][CH3:10])=[C:7]([O:11][CH3:12])[CH:6]=3)[N:14]=2)[NH:19][CH:20]=1)=[O:23].